From a dataset of Full USPTO retrosynthesis dataset with 1.9M reactions from patents (1976-2016). Predict the reactants needed to synthesize the given product. (1) Given the product [C:18]([O:17][C:16]([NH:15][CH:8]([C:9]1[CH:14]=[CH:13][CH:12]=[CH:11][CH:10]=1)[C:5]1[CH:4]=[CH:3][C:2]([P:23](=[O:30])([O:27][CH2:28][CH3:29])[O:24][CH2:25][CH3:26])=[N:7][CH:6]=1)=[O:22])([CH3:21])([CH3:20])[CH3:19], predict the reactants needed to synthesize it. The reactants are: Br[C:2]1[N:7]=[CH:6][C:5]([CH:8]([NH:15][C:16](=[O:22])[O:17][C:18]([CH3:21])([CH3:20])[CH3:19])[C:9]2[CH:14]=[CH:13][CH:12]=[CH:11][CH:10]=2)=[CH:4][CH:3]=1.[P:23]([O-:30])([O:27][CH2:28][CH3:29])[O:24][CH2:25][CH3:26].CCN(CC)CC. (2) Given the product [C:1]([O:5][C:6](=[O:23])[NH:7][CH:8]([C:15]1[CH:20]=[CH:19][C:18]([CH3:21])=[C:17]([F:22])[CH:16]=1)[C:9]([C:28]1[CH:29]=[CH:30][C:25]([I:24])=[CH:26][CH:27]=1)=[O:14])([CH3:2])([CH3:3])[CH3:4], predict the reactants needed to synthesize it. The reactants are: [C:1]([O:5][C:6](=[O:23])[NH:7][CH:8]([C:15]1[CH:20]=[CH:19][C:18]([CH3:21])=[C:17]([F:22])[CH:16]=1)[C:9](=[O:14])N(OC)C)([CH3:4])([CH3:3])[CH3:2].[I:24][C:25]1[CH:30]=[CH:29][C:28](I)=[CH:27][CH:26]=1. (3) Given the product [CH3:21][O:22][C:23]1[CH:28]=[CH:27][C:26]([C:4]([C:6]2[CH:7]=[CH:8][C:9]([NH:12][C:13](=[O:19])[O:14][C:15]([CH3:16])([CH3:17])[CH3:18])=[N:10][CH:11]=2)=[O:5])=[CH:25][CH:24]=1, predict the reactants needed to synthesize it. The reactants are: CON(C)[C:4]([C:6]1[CH:7]=[CH:8][C:9]([NH:12][C:13](=[O:19])[O:14][C:15]([CH3:18])([CH3:17])[CH3:16])=[N:10][CH:11]=1)=[O:5].[CH3:21][O:22][C:23]1[CH:28]=[CH:27][C:26]([Mg]Br)=[CH:25][CH:24]=1. (4) The reactants are: C(O[N:4]=[C:5]1[C:14]2[C:9](=[CH:10][C:11]([O:15][CH3:16])=[CH:12][CH:13]=2)[O:8][CH:7]([C:17]2[CH:26]=[CH:25][C:20]([C:21]([O:23][CH3:24])=[O:22])=[CH:19][N:18]=2)[CH2:6]1)C. Given the product [NH2:4][CH:5]1[C:14]2[C:9](=[CH:10][C:11]([O:15][CH3:16])=[CH:12][CH:13]=2)[O:8][CH:7]([C:17]2[CH:26]=[CH:25][C:20]([C:21]([O:23][CH3:24])=[O:22])=[CH:19][N:18]=2)[CH2:6]1, predict the reactants needed to synthesize it. (5) The reactants are: [O:1]1[C:6]2[CH:7]=[CH:8][CH:9]=[CH:10][C:5]=2[O:4][CH2:3][CH:2]1[CH2:11][N:12]1[CH2:17][CH2:16][CH2:15][C:14]([CH2:19][OH:20])([CH3:18])[CH2:13]1.CCN(C(C)C)C(C)C.Cl[CH2:31][O:32][CH3:33].O. Given the product [O:1]1[C:6]2[CH:7]=[CH:8][CH:9]=[CH:10][C:5]=2[O:4][CH2:3][CH:2]1[CH2:11][N:12]1[CH2:17][CH2:16][CH2:15][C:14]([CH2:19][O:20][CH2:31][O:32][CH3:33])([CH3:18])[CH2:13]1, predict the reactants needed to synthesize it. (6) The reactants are: C([O:4][CH2:5][CH2:6][CH2:7][CH2:8][O:9][C:10]1[C:15]([Cl:16])=[CH:14][C:13]([O:17][CH2:18][CH:19]=[C:20]([Cl:22])[Cl:21])=[CH:12][C:11]=1[Cl:23])(=O)C.[OH-].[Na+].O.Cl. Given the product [Cl:22][C:20]([Cl:21])=[CH:19][CH2:18][O:17][C:13]1[CH:12]=[C:11]([Cl:23])[C:10]([O:9][CH2:8][CH2:7][CH2:6][CH2:5][OH:4])=[C:15]([Cl:16])[CH:14]=1, predict the reactants needed to synthesize it.